This data is from Catalyst prediction with 721,799 reactions and 888 catalyst types from USPTO. The task is: Predict which catalyst facilitates the given reaction. (1) Reactant: C[O:2][C:3](=[O:25])[C:4]1[CH:9]=[CH:8][C:7]([O:10][CH3:11])=[C:6]([NH:12][C:13]2[N:17]=[C:16]([NH2:18])[N:15]([C:19]3[CH:24]=[CH:23][CH:22]=[CH:21][N:20]=3)[N:14]=2)[CH:5]=1.C1COCC1.[OH-].[Na+].Cl. The catalyst class is: 72. Product: [NH2:18][C:16]1[N:15]([C:19]2[CH:24]=[CH:23][CH:22]=[CH:21][N:20]=2)[N:14]=[C:13]([NH:12][C:6]2[CH:5]=[C:4]([CH:9]=[CH:8][C:7]=2[O:10][CH3:11])[C:3]([OH:25])=[O:2])[N:17]=1. (2) Reactant: [CH:1](=[N:5]/[C@H:6]([C:8]1[CH:13]=[CH:12][CH:11]=[CH:10][CH:9]=1)[CH3:7])\[CH2:2][CH2:3][CH3:4].C[Si](C)(C)[O:16][C:17]([O:25][CH2:26][CH3:27])=[C:18]([O:22][CH2:23][CH3:24])[O:19][CH2:20][CH3:21].O.[OH-].[Na+]. Product: [CH2:23]([O:22][C:18]([O:19][CH2:20][CH3:21])([C@@H:1]([NH:5][C@H:6]([C:8]1[CH:9]=[CH:10][CH:11]=[CH:12][CH:13]=1)[CH3:7])[CH2:2][CH2:3][CH3:4])[C:17]([O:25][CH2:26][CH3:27])=[O:16])[CH3:24]. The catalyst class is: 504. (3) The catalyst class is: 144. Product: [F:1][C:2]1[CH:7]=[C:6]([F:8])[CH:5]=[C:4]([OH:9])[C:3]=1[CH:20]=[O:21]. Reactant: [F:1][C:2]1[CH:3]=[C:4]([OH:9])[CH:5]=[C:6]([F:8])[CH:7]=1.C(N(CC)CC)C.[Cl-].[Mg+2].[Cl-].[CH2:20]=[O:21].Cl. (4) Reactant: [F:1][C:2]([F:38])([F:37])[C:3]1[CH:4]=[C:5]([CH:30]=[C:31]([C:33]([F:36])([F:35])[F:34])[CH:32]=1)[CH2:6][NH:7][CH2:8][C:9]1[CH:14]=[C:13]([C:15]([F:18])([F:17])[F:16])[CH:12]=[CH:11][C:10]=1[C:19]1[CH:24]=[C:23]([CH:25]([CH3:27])[CH3:26])[CH:22]=[CH:21][C:20]=1[O:28][CH3:29].C(N(C(C)C)CC)(C)C.Cl[C:49]([O:51][CH3:52])=[O:50]. Product: [CH3:52][O:51][C:49](=[O:50])[N:7]([CH2:6][C:5]1[CH:4]=[C:3]([C:2]([F:37])([F:38])[F:1])[CH:32]=[C:31]([C:33]([F:36])([F:34])[F:35])[CH:30]=1)[CH2:8][C:9]1[CH:14]=[C:13]([C:15]([F:18])([F:17])[F:16])[CH:12]=[CH:11][C:10]=1[C:19]1[CH:24]=[C:23]([CH:25]([CH3:26])[CH3:27])[CH:22]=[CH:21][C:20]=1[O:28][CH3:29]. The catalyst class is: 2. (5) Reactant: [Br:1][C:2]1[C:3](Cl)=[C:4]([N+:9]([O-:11])=[O:10])[C:5]([NH2:8])=[N:6][CH:7]=1.[N:13]1([CH2:19][C:20]([N:22]2[CH2:26][CH2:25][CH2:24][CH2:23]2)=[O:21])[CH2:18][CH2:17][NH:16][CH2:15][CH2:14]1.C(N(C(C)C)CC)(C)C. Product: [NH2:8][C:5]1[C:4]([N+:9]([O-:11])=[O:10])=[C:3]([N:16]2[CH2:15][CH2:14][N:13]([CH2:19][C:20]([N:22]3[CH2:23][CH2:24][CH2:25][CH2:26]3)=[O:21])[CH2:18][CH2:17]2)[C:2]([Br:1])=[CH:7][N:6]=1. The catalyst class is: 32. (6) Reactant: [O:1]1[C:6]2[CH:7]=[CH:8][CH:9]=[CH:10][C:5]=2[O:4][CH2:3][C@@H:2]1[CH2:11][N:12]1[CH2:17][CH2:16][CH2:15][C@H:14]([C:18]2[CH:19]=[C:20]([OH:24])[CH:21]=[CH:22][CH:23]=2)[CH2:13]1.C(N(CC)CC)C.[F:32][C:33]([F:46])([F:45])[S:34](O[S:34]([C:33]([F:46])([F:45])[F:32])(=[O:36])=[O:35])(=[O:36])=[O:35]. The catalyst class is: 2. Product: [O:1]1[C:6]2[CH:7]=[CH:8][CH:9]=[CH:10][C:5]=2[O:4][CH2:3][C@@H:2]1[CH2:11][N:12]1[CH2:17][CH2:16][CH2:15][C@H:14]([C:18]2[CH:19]=[C:20]([O:24][S:34]([C:33]([F:46])([F:45])[F:32])(=[O:36])=[O:35])[CH:21]=[CH:22][CH:23]=2)[CH2:13]1. (7) Reactant: [NH2:1][C:2]1[N:7]=[CH:6][N:5]=[C:4]2[N:8]([CH:27]([CH3:29])[CH3:28])[N:9]=[C:10]([C:11]3[CH:16]=[CH:15][C:14]([NH:17]C(=O)OC(C)(C)C)=[C:13]([O:25]C)[CH:12]=3)[C:3]=12.B(Br)(Br)Br. Product: [NH2:17][C:14]1[CH:15]=[CH:16][C:11]([C:10]2[C:3]3[C:4](=[N:5][CH:6]=[N:7][C:2]=3[NH2:1])[N:8]([CH:27]([CH3:28])[CH3:29])[N:9]=2)=[CH:12][C:13]=1[OH:25]. The catalyst class is: 2. (8) Reactant: [CH2:1]1[CH2:6][CH2:5][C:4]([CH2:11][NH2:12])([CH2:7][C:8]([OH:10])=[O:9])[CH2:3][CH2:2]1.C(N(CC)CC)C.Cl[Si](C)(C)C.Cl[C:26]([O:28][CH:29]([Cl:31])[CH3:30])=[O:27]. Product: [Cl:31][CH:29]([O:28][C:26]([NH:12][CH2:11][C:4]1([CH2:7][C:8]([OH:10])=[O:9])[CH2:3][CH2:2][CH2:1][CH2:6][CH2:5]1)=[O:27])[CH3:30]. The catalyst class is: 4.